Task: Predict the reaction yield, written as a fraction of the theoretical maximum amount of product (1.0 means a 100% yield; for example, 0.34 means a 34% yield).. Dataset: Reaction yield outcomes from USPTO patents with 853,638 reactions (1) The reactants are [CH2:1]([C:3]1[CH:11]=[CH:10][C:9]2[NH:8][C:7]3[CH2:12][CH2:13][N:14]([CH3:16])[CH2:15][C:6]=3[C:5]=2[CH:4]=1)[CH3:2].[OH-].[K+].[CH3:19][C:20]1[CH:25]=[N:24][C:23]([CH:26]=[CH2:27])=[CH:22][N:21]=1. The catalyst is CN1CCCC1=O.O. The product is [CH2:1]([C:3]1[CH:11]=[CH:10][C:9]2[N:8]([CH2:27][CH2:26][C:23]3[CH:22]=[N:21][C:20]([CH3:19])=[CH:25][N:24]=3)[C:7]3[CH2:12][CH2:13][N:14]([CH3:16])[CH2:15][C:6]=3[C:5]=2[CH:4]=1)[CH3:2]. The yield is 0.600. (2) The reactants are [CH3:1][C:2]1[C:6]([C:7]2[CH:8]=[C:9]3[C:13](=[CH:14][CH:15]=2)[NH:12][C:11](=[O:16])[C:10]3(O)[C:17]2[CH:22]=[CH:21][CH:20]=[CH:19][CH:18]=2)=[C:5]([CH3:24])[O:4][N:3]=1.N1C=CC=CC=1.O=S(Cl)[Cl:33]. The catalyst is C1COCC1. The product is [Cl:33][C:10]1([C:17]2[CH:22]=[CH:21][CH:20]=[CH:19][CH:18]=2)[C:9]2[C:13](=[CH:14][CH:15]=[C:7]([C:6]3[C:2]([CH3:1])=[N:3][O:4][C:5]=3[CH3:24])[CH:8]=2)[NH:12][C:11]1=[O:16]. The yield is 0.790.